This data is from NCI-60 drug combinations with 297,098 pairs across 59 cell lines. The task is: Regression. Given two drug SMILES strings and cell line genomic features, predict the synergy score measuring deviation from expected non-interaction effect. (1) Drug 1: C1=CC(=CC=C1CCCC(=O)O)N(CCCl)CCCl. Drug 2: CCC1(CC2CC(C3=C(CCN(C2)C1)C4=CC=CC=C4N3)(C5=C(C=C6C(=C5)C78CCN9C7C(C=CC9)(C(C(C8N6C=O)(C(=O)OC)O)OC(=O)C)CC)OC)C(=O)OC)O.OS(=O)(=O)O. Cell line: UACC62. Synergy scores: CSS=37.6, Synergy_ZIP=-0.998, Synergy_Bliss=6.34, Synergy_Loewe=7.06, Synergy_HSA=7.26. (2) Drug 1: CC1C(C(CC(O1)OC2CC(CC3=C2C(=C4C(=C3O)C(=O)C5=C(C4=O)C(=CC=C5)OC)O)(C(=O)C)O)N)O.Cl. Drug 2: C1CNP(=O)(OC1)N(CCCl)CCCl. Cell line: HT29. Synergy scores: CSS=1.82, Synergy_ZIP=-1.74, Synergy_Bliss=-2.08, Synergy_Loewe=-35.5, Synergy_HSA=-2.71. (3) Drug 1: CC1=C(C(CCC1)(C)C)C=CC(=CC=CC(=CC(=O)O)C)C. Drug 2: C1CC(C1)(C(=O)O)C(=O)O.[NH2-].[NH2-].[Pt+2]. Cell line: LOX IMVI. Synergy scores: CSS=18.0, Synergy_ZIP=-6.46, Synergy_Bliss=-3.94, Synergy_Loewe=-3.47, Synergy_HSA=-2.69. (4) Drug 1: CC1=C2C(C(=O)C3(C(CC4C(C3C(C(C2(C)C)(CC1OC(=O)C(C(C5=CC=CC=C5)NC(=O)OC(C)(C)C)O)O)OC(=O)C6=CC=CC=C6)(CO4)OC(=O)C)O)C)O. Drug 2: CC=C1C(=O)NC(C(=O)OC2CC(=O)NC(C(=O)NC(CSSCCC=C2)C(=O)N1)C(C)C)C(C)C. Cell line: OVCAR3. Synergy scores: CSS=25.7, Synergy_ZIP=3.87, Synergy_Bliss=4.49, Synergy_Loewe=-24.1, Synergy_HSA=-0.740.